This data is from Forward reaction prediction with 1.9M reactions from USPTO patents (1976-2016). The task is: Predict the product of the given reaction. Given the reactants FC(F)(F)C(O)=O.[Cl:8][C:9]1[CH:14]=[CH:13][C:12]([C@H:15]([N:17]2[C:21]3[CH:22]=[C:23]([C:26]4[CH2:27][CH2:28][N:29]([C:32]([C@H:34]5[CH2:38][CH2:37][CH2:36][N:35]5C(OC(C)(C)C)=O)=[O:33])[CH2:30][CH:31]=4)[CH:24]=[CH:25][C:20]=3[N:19]=[CH:18]2)[CH3:16])=[C:11]([F:46])[CH:10]=1, predict the reaction product. The product is: [Cl:8][C:9]1[CH:14]=[CH:13][C:12]([C@H:15]([N:17]2[C:21]3[CH:22]=[C:23]([C:26]4[CH2:27][CH2:28][N:29]([C:32]([C@H:34]5[CH2:38][CH2:37][CH2:36][NH:35]5)=[O:33])[CH2:30][CH:31]=4)[CH:24]=[CH:25][C:20]=3[N:19]=[CH:18]2)[CH3:16])=[C:11]([F:46])[CH:10]=1.